Dataset: Full USPTO retrosynthesis dataset with 1.9M reactions from patents (1976-2016). Task: Predict the reactants needed to synthesize the given product. (1) Given the product [Br:1][CH2:2][C:3](=[N:10][OH:11])[C:4]([F:7])([F:6])[F:5], predict the reactants needed to synthesize it. The reactants are: [Br:1][CH2:2][C:3](=O)[C:4]([F:7])([F:6])[F:5].Cl.[NH2:10][OH:11]. (2) Given the product [CH3:15][C:14]([CH3:16])([CH2:22][CH2:23][CH2:24][CH2:25][CH2:26][O:27][CH:28]1[CH2:33][CH2:32][CH2:31][CH2:30][O:29]1)[C:13]([O:18][CH2:19][CH3:20])=[O:17], predict the reactants needed to synthesize it. The reactants are: C(NC(C)C)(C)C.C([Li])CCC.[C:13]([O:18][CH2:19][CH3:20])(=[O:17])[CH:14]([CH3:16])[CH3:15].Br[CH2:22][CH2:23][CH2:24][CH2:25][CH2:26][O:27][CH:28]1[CH2:33][CH2:32][CH2:31][CH2:30][O:29]1.[Cl-].[NH4+].